From a dataset of Reaction yield outcomes from USPTO patents with 853,638 reactions. Predict the reaction yield, written as a fraction of the theoretical maximum amount of product (1.0 means a 100% yield; for example, 0.34 means a 34% yield). (1) The reactants are [NH2:1][C:2]1[C:7]([O:8][CH2:9][C:10]([F:13])([F:12])[F:11])=[CH:6][C:5]([CH:14]([CH2:20][CH:21]2[CH2:23][CH2:22]2)[C:15]([O:17][CH2:18][CH3:19])=[O:16])=[CH:4][C:3]=1Br.[F:25][C:26]([F:37])([F:36])[C:27]1[CH:32]=[CH:31][C:30](B(O)O)=[CH:29][CH:28]=1.[F-].[Cs+].CCOC(C)=O. The catalyst is COCCOC.C1C=CC([P]([Pd]([P](C2C=CC=CC=2)(C2C=CC=CC=2)C2C=CC=CC=2)([P](C2C=CC=CC=2)(C2C=CC=CC=2)C2C=CC=CC=2)[P](C2C=CC=CC=2)(C2C=CC=CC=2)C2C=CC=CC=2)(C2C=CC=CC=2)C2C=CC=CC=2)=CC=1.O. The product is [NH2:1][C:2]1[C:3]([C:30]2[CH:31]=[CH:32][C:27]([C:26]([F:37])([F:36])[F:25])=[CH:28][CH:29]=2)=[CH:4][C:5]([CH:14]([CH2:20][CH:21]2[CH2:23][CH2:22]2)[C:15]([O:17][CH2:18][CH3:19])=[O:16])=[CH:6][C:7]=1[O:8][CH2:9][C:10]([F:13])([F:12])[F:11]. The yield is 0.820. (2) The reactants are CC1(C)C2C=CC=C(P(C3C=CC=CC=3)C3C=CC=CC=3)C=2OC2C1=CC=CC=2P(C1C=CC=CC=1)C1C=CC=CC=1.Cl[C:44]1[C:45]2[C@H:52]([CH3:53])[CH2:51][CH2:50][C:46]=2[N:47]=[CH:48][N:49]=1.[Cl:54][C:55]1[CH:56]=[C:57]2[C:63]3([CH2:68][CH2:67][N:66]([C:69]([O:71][C:72]([CH3:75])([CH3:74])[CH3:73])=[O:70])[CH2:65][CH2:64]3)[CH2:62][NH:61][C:58]2=[CH:59][CH:60]=1.C([O-])([O-])=O.[Cs+].[Cs+]. The catalyst is CCOC(C)=O.CC([O-])=O.CC([O-])=O.[Pd+2].C1(C)C=CC=CC=1. The product is [Cl:54][C:55]1[CH:56]=[C:57]2[C:63]3([CH2:64][CH2:65][N:66]([C:69]([O:71][C:72]([CH3:75])([CH3:74])[CH3:73])=[O:70])[CH2:67][CH2:68]3)[CH2:62][N:61]([C:44]3[C:45]4[C@H:52]([CH3:53])[CH2:51][CH2:50][C:46]=4[N:47]=[CH:48][N:49]=3)[C:58]2=[CH:59][CH:60]=1. The yield is 0.710. (3) The reactants are Br[C:2]1[C:14]([C:15]([CH3:18])([CH3:17])[CH3:16])=[CH:13][C:12]2[C:11]3[C:6](=[CH:7][C:8](Br)=[C:9]([C:19]([CH3:22])([CH3:21])[CH3:20])[CH:10]=3)[CH2:5][C:4]=2[CH:3]=1.P([C:33]([CH3:36])([CH3:35])[CH3:34])(C(C)(C)C)C(C)(C)C.P([O-])([O-])([O-])=O.[K+].[K+].[K+].[C:45]1([CH3:54])[CH:50]=[CH:49][CH:48]=[CH:47][C:46]=1B(O)O.Cl.O1C[CH2:59][CH2:58][CH2:57]1. The catalyst is C1C=CC(/C=C/C(/C=C/C2C=CC=CC=2)=O)=CC=1.C1C=CC(/C=C/C(/C=C/C2C=CC=CC=2)=O)=CC=1.C1C=CC(/C=C/C(/C=C/C2C=CC=CC=2)=O)=CC=1.[Pd].[Pd].C(OCC)C. The product is [C:33]1([CH3:34])[CH:35]=[CH:59][C:58]([C:13]2[C:14]([C:15]([CH3:17])([CH3:18])[CH3:16])=[CH:2][C:3]3[C:7]4[C:6](=[CH:11][C:10]([C:48]5[CH:49]=[CH:50][C:45]([CH3:54])=[CH:46][CH:47]=5)=[C:9]([C:19]([CH3:21])([CH3:20])[CH3:22])[CH:8]=4)[CH2:5][C:4]=3[CH:12]=2)=[CH:57][CH:36]=1. The yield is 0.140. (4) The reactants are [C:1]([O:5][C:6]([N:8]1[CH2:13][CH2:12][C:11](=[O:14])[C:10]([CH3:16])([CH3:15])[CH2:9]1)=[O:7])([CH3:4])([CH3:3])[CH3:2].[BH4-].[Na+]. The catalyst is C(O)C. The product is [C:1]([O:5][C:6]([N:8]1[CH2:13][CH2:12][CH:11]([OH:14])[C:10]([CH3:16])([CH3:15])[CH2:9]1)=[O:7])([CH3:4])([CH3:2])[CH3:3]. The yield is 0.995.